This data is from Full USPTO retrosynthesis dataset with 1.9M reactions from patents (1976-2016). The task is: Predict the reactants needed to synthesize the given product. Given the product [NH:7]1[CH:8]=[C:4]([CH2:3][O:2][N:10]2[C:14](=[O:15])[C:13]3[C:12](=[CH:19][CH:18]=[CH:17][CH:16]=3)[C:11]2=[O:20])[N:5]=[CH:6]1, predict the reactants needed to synthesize it. The reactants are: Cl.[OH:2][CH2:3][C:4]1[N:5]=[CH:6][NH:7][CH:8]=1.O[N:10]1[C:14](=[O:15])[C:13]2=[CH:16][CH:17]=[CH:18][CH:19]=[C:12]2[C:11]1=[O:20].C1(P(C2C=CC=CC=2)C2C=CC=CC=2)C=CC=CC=1.N(C(OCC)=O)=NC(OCC)=O.